From a dataset of CYP2C9 inhibition data for predicting drug metabolism from PubChem BioAssay. Regression/Classification. Given a drug SMILES string, predict its absorption, distribution, metabolism, or excretion properties. Task type varies by dataset: regression for continuous measurements (e.g., permeability, clearance, half-life) or binary classification for categorical outcomes (e.g., BBB penetration, CYP inhibition). Dataset: cyp2c9_veith. (1) The molecule is Cc1nc2cnc(N(C)C)nc2n(Cc2cccs2)c1=O. The result is 0 (non-inhibitor). (2) The drug is NC(N)=N/N=C\c1ccc(O)c(C(=O)O)c1. The result is 0 (non-inhibitor). (3) The compound is CCN(CC)S(=O)(=O)c1ccc(NC(=O)COC(=O)c2ccc(Br)o2)cc1. The result is 1 (inhibitor).